From a dataset of Retrosynthesis with 50K atom-mapped reactions and 10 reaction types from USPTO. Predict the reactants needed to synthesize the given product. (1) Given the product COc1ccccc1CNC(=O)Cc1cccc(CC(=O)O)c1, predict the reactants needed to synthesize it. The reactants are: COc1ccccc1CN.O=C(O)Cc1cccc(CC(=O)O)c1. (2) Given the product O=C1NC(=O)C2(C(=O)N(Cc3ccc(Cl)c(Cl)c3)c3ccccc32)N1C(=O)OCc1ccccc1, predict the reactants needed to synthesize it. The reactants are: O=C(Cl)OCc1ccccc1.O=C1NC(=O)C2(N1)C(=O)N(Cc1ccc(Cl)c(Cl)c1)c1ccccc12. (3) Given the product CCCCCCCNCCC(C)(C)CCO, predict the reactants needed to synthesize it. The reactants are: CCCCCCCNC(=O)CC(C)(C)CCO. (4) Given the product COc1ccc(C=C2SC(=O)NC2=O)cc1, predict the reactants needed to synthesize it. The reactants are: COc1ccc(C=O)cc1.O=C1CSC(=O)N1. (5) Given the product CC1(C(=O)Nc2ccc(OCC(F)(F)F)c(Cl)c2)CC1, predict the reactants needed to synthesize it. The reactants are: CC1(C(=O)O)CC1.Nc1ccc(OCC(F)(F)F)c(Cl)c1. (6) Given the product COC(=O)/C=C(/OC)C(C)Br, predict the reactants needed to synthesize it. The reactants are: CC/C(=C\C(=O)OC)OC.O=C1CCC(=O)N1Br.